From a dataset of Forward reaction prediction with 1.9M reactions from USPTO patents (1976-2016). Predict the product of the given reaction. (1) The product is: [C:1]([O:5][C:6]([NH:8][CH:9]1[CH2:10][N:11]([C:14]2[S:15][C:16]([C:19]([O:21][CH2:22][CH3:23])=[O:20])=[CH:17][N:18]=2)[CH2:12]1)=[O:7])([CH3:4])([CH3:2])[CH3:3]. Given the reactants [C:1]([O:5][C:6]([NH:8][CH:9]1[CH2:12][NH:11][CH2:10]1)=[O:7])([CH3:4])([CH3:3])[CH3:2].Br[C:14]1[S:15][C:16]([C:19]([O:21][CH2:22][CH3:23])=[O:20])=[CH:17][N:18]=1.C(N(C(C)C)CC)(C)C, predict the reaction product. (2) Given the reactants Br[C:2]1[N:3]=[CH:4][C:5]([NH2:13])=[N:6][C:7]=1[C:8]1[O:9][CH:10]=[CH:11][CH:12]=1.[CH3:14][S:15][C:16]1[N:21]=[C:20]([Sn](C)(C)C)[CH:19]=[CH:18][N:17]=1, predict the reaction product. The product is: [O:9]1[CH:10]=[CH:11][CH:12]=[C:8]1[C:7]1[N:6]=[C:5]([NH2:13])[CH:4]=[N:3][C:2]=1[C:18]1[CH:19]=[CH:20][N:21]=[C:16]([S:15][CH3:14])[N:17]=1. (3) Given the reactants [Cl:1][C:2]1[C:9]([Cl:10])=[CH:8][CH:7]=[C:6]([N+:11]([O-:13])=[O:12])[C:3]=1[CH2:4][NH2:5].[CH2:14](N(CC)CC)[CH3:15].Br[CH2:22][C:23]([O:25]CC)=[O:24], predict the reaction product. The product is: [ClH:1].[CH2:14]([N:5]([CH2:4][C:3]1[C:6]([N+:11]([O-:13])=[O:12])=[CH:7][CH:8]=[C:9]([Cl:10])[C:2]=1[Cl:1])[CH2:22][C:23]([OH:25])=[O:24])[CH3:15]. (4) Given the reactants [C:1]([O:5][C@@H:6]([C:12]1[C:13]([CH3:56])=[N:14][C:15]2[N:16]([N:50]=[C:51]([C:53](O)=[O:54])[CH:52]=2)[C:17]=1[N:18]1[CH2:23][CH2:22][C:21]([O:25][CH2:26][CH2:27][CH2:28][CH2:29][C@H:30]([O:32][Si:33]([C:46]([CH3:49])([CH3:48])[CH3:47])([C:40]2[CH:45]=[CH:44][CH:43]=[CH:42][CH:41]=2)[C:34]2[CH:39]=[CH:38][CH:37]=[CH:36][CH:35]=2)[CH3:31])([CH3:24])[CH2:20][CH2:19]1)[C:7]([O:9][CH2:10][CH3:11])=[O:8])([CH3:4])([CH3:3])[CH3:2].CCN(CC)CC.C(Cl)(=O)OCC.[BH4-].[Na+], predict the reaction product. The product is: [C:1]([O:5][C@@H:6]([C:12]1[C:13]([CH3:56])=[N:14][C:15]2[N:16]([N:50]=[C:51]([CH2:53][OH:54])[CH:52]=2)[C:17]=1[N:18]1[CH2:23][CH2:22][C:21]([O:25][CH2:26][CH2:27][CH2:28][CH2:29][C@H:30]([O:32][Si:33]([C:46]([CH3:49])([CH3:48])[CH3:47])([C:40]2[CH:41]=[CH:42][CH:43]=[CH:44][CH:45]=2)[C:34]2[CH:35]=[CH:36][CH:37]=[CH:38][CH:39]=2)[CH3:31])([CH3:24])[CH2:20][CH2:19]1)[C:7]([O:9][CH2:10][CH3:11])=[O:8])([CH3:2])([CH3:3])[CH3:4]. (5) Given the reactants [Br:1][C:2]1[CH:7]=[C:6]([C:8]2[CH:13]=[CH:12][CH:11]=[CH:10][N:9]=2)[C:5]([NH:14]C(=O)C(C)(C)C)=[C:4]([N+:21]([O-:23])=[O:22])[C:3]=1[F:24].OS(O)(=O)=O.[OH-].[Na+], predict the reaction product. The product is: [Br:1][C:2]1[CH:7]=[C:6]([C:8]2[CH:13]=[CH:12][CH:11]=[CH:10][N:9]=2)[C:5]([NH2:14])=[C:4]([N+:21]([O-:23])=[O:22])[C:3]=1[F:24].